Dataset: Full USPTO retrosynthesis dataset with 1.9M reactions from patents (1976-2016). Task: Predict the reactants needed to synthesize the given product. (1) Given the product [CH2:1]([O:8][C:9]1[C:14]([CH2:15][N:16]2[CH2:25][CH2:24][C:23]3[C:18](=[C:19]([Cl:42])[C:20]([CH:27]([O:41][CH3:48])[CH:28]4[CH2:29][CH2:30][N:31]([C:34]([O:36][C:37]([CH3:39])([CH3:40])[CH3:38])=[O:35])[CH2:32][CH2:33]4)=[CH:21][C:22]=3[Cl:26])[C:17]2=[O:43])=[C:13]([CH3:44])[CH:12]=[C:11]([CH3:45])[N:10]=1)[C:2]1[CH:3]=[CH:4][CH:5]=[CH:6][CH:7]=1, predict the reactants needed to synthesize it. The reactants are: [CH2:1]([O:8][C:9]1[C:14]([CH2:15][N:16]2[CH2:25][CH2:24][C:23]3[C:18](=[C:19]([Cl:42])[C:20]([CH:27]([OH:41])[CH:28]4[CH2:33][CH2:32][N:31]([C:34]([O:36][C:37]([CH3:40])([CH3:39])[CH3:38])=[O:35])[CH2:30][CH2:29]4)=[CH:21][C:22]=3[Cl:26])[C:17]2=[O:43])=[C:13]([CH3:44])[CH:12]=[C:11]([CH3:45])[N:10]=1)[C:2]1[CH:7]=[CH:6][CH:5]=[CH:4][CH:3]=1.IC.[CH3:48]C(C)([O-])C.[K+]. (2) Given the product [CH2:17]([NH:16][C@@H:13]1[CH2:14][CH2:15][N:11]([C:5]2[C:6]3[CH:10]=[CH:9][NH:8][C:7]=3[N:2]=[CH:3][N:4]=2)[CH2:12]1)[CH2:18][CH3:19], predict the reactants needed to synthesize it. The reactants are: Cl.[N:2]1[C:7]2[NH:8][CH:9]=[CH:10][C:6]=2[C:5]([N:11]2[CH2:15][CH2:14][C@@H:13]([NH2:16])[CH2:12]2)=[N:4][CH:3]=1.[CH:17](=O)[CH2:18][CH3:19]. (3) The reactants are: F[C:2]1[CH:16]=[CH:15][C:14]([N+:17]([O-:19])=[O:18])=[CH:13][C:3]=1[C:4]([NH:6][C:7]1[CH:12]=[CH:11][CH:10]=[CH:9][CH:8]=1)=O.O.[NH2:21][NH2:22]. Given the product [N+:17]([C:14]1[CH:13]=[C:3]2[C:2](=[CH:16][CH:15]=1)[NH:22][N:21]=[C:4]2[NH:6][C:7]1[CH:12]=[CH:11][CH:10]=[CH:9][CH:8]=1)([O-:19])=[O:18], predict the reactants needed to synthesize it.